From a dataset of NCI-60 drug combinations with 297,098 pairs across 59 cell lines. Regression. Given two drug SMILES strings and cell line genomic features, predict the synergy score measuring deviation from expected non-interaction effect. (1) Drug 1: C1=CC(=CC=C1C#N)C(C2=CC=C(C=C2)C#N)N3C=NC=N3. Drug 2: CC1C(C(CC(O1)OC2CC(CC3=C2C(=C4C(=C3O)C(=O)C5=CC=CC=C5C4=O)O)(C(=O)C)O)N)O. Cell line: SW-620. Synergy scores: CSS=40.3, Synergy_ZIP=-1.88, Synergy_Bliss=-1.89, Synergy_Loewe=-7.09, Synergy_HSA=0.884. (2) Drug 1: C1CC(=O)NC(=O)C1N2CC3=C(C2=O)C=CC=C3N. Cell line: HOP-62. Drug 2: C1CCC(C(C1)N)N.C(=O)(C(=O)[O-])[O-].[Pt+4]. Synergy scores: CSS=2.99, Synergy_ZIP=-3.63, Synergy_Bliss=-5.20, Synergy_Loewe=-33.7, Synergy_HSA=-2.18.